From a dataset of Reaction yield outcomes from USPTO patents with 853,638 reactions. Predict the reaction yield, written as a fraction of the theoretical maximum amount of product (1.0 means a 100% yield; for example, 0.34 means a 34% yield). The reactants are [Cl:1][C:2]1[CH:3]=[C:4]([CH:9]=[CH:10][C:11]=1[C:12]1[C:35](=[O:36])[N:34]([CH2:37][CH3:38])[C:15]2[N:16]=[C:17]([NH:20][C:21]3[CH:26]=[CH:25][C:24]([N:27]4[CH2:32][CH2:31][N:30]([CH3:33])[CH2:29][CH2:28]4)=[CH:23][CH:22]=3)[N:18]=[CH:19][C:14]=2[CH:13]=1)[C:5]([NH:7][NH2:8])=[O:6].F[C:40](F)(F)C(O)=O. The catalyst is C(OCC)(OCC)OCC. The product is [Cl:1][C:2]1[CH:3]=[C:4]([C:5]2[O:6][CH:40]=[N:8][N:7]=2)[CH:9]=[CH:10][C:11]=1[C:12]1[C:35](=[O:36])[N:34]([CH2:37][CH3:38])[C:15]2[N:16]=[C:17]([NH:20][C:21]3[CH:22]=[CH:23][C:24]([N:27]4[CH2:28][CH2:29][N:30]([CH3:33])[CH2:31][CH2:32]4)=[CH:25][CH:26]=3)[N:18]=[CH:19][C:14]=2[CH:13]=1. The yield is 0.500.